Dataset: Full USPTO retrosynthesis dataset with 1.9M reactions from patents (1976-2016). Task: Predict the reactants needed to synthesize the given product. (1) Given the product [CH2:13]([C:11]1[CH:10]=[C:6]([CH:5]=[C:4]([N:3]([CH2:14][CH3:15])[CH3:1])[N:12]=1)[C:7]([OH:9])=[O:8])[CH3:17], predict the reactants needed to synthesize it. The reactants are: [CH2:1]([N:3]([CH2:14][CH3:15])[C:4]1[CH:5]=[C:6]([CH:10]=[C:11]([CH3:13])[N:12]=1)[C:7]([OH:9])=[O:8])C.Cl[C:17]1C=C(C=C(Cl)N=1)C(O)=O.C(NC)C. (2) The reactants are: CC1(C)CCCC(C)(C)N1.[Li]CCCC.[CH:16]1([C@H:20]([NH:22][C:23]2[N:31]=[C:30]([C:32]#[N:33])[N:29]=[C:28]3[C:24]=2[N:25]([CH2:34][C@H:35]2[CH2:40][CH2:39][C@H:38]([CH3:41])[CH2:37][CH2:36]2)[CH:26]=[N:27]3)[CH3:21])[CH2:19][CH2:18][CH2:17]1.[C:42](Cl)(=[O:49])[C:43]1[CH:48]=[CH:47][CH:46]=[CH:45][CH:44]=1. Given the product [CH:16]1([C@H:20]([NH:22][C:23]2[N:31]=[C:30]([C:32]#[N:33])[N:29]=[C:28]3[C:24]=2[N:25]([CH2:34][C@H:35]2[CH2:36][CH2:37][C@H:38]([CH3:41])[CH2:39][CH2:40]2)[C:26]([C:42]([C:43]2[CH:48]=[CH:47][CH:46]=[CH:45][CH:44]=2)=[O:49])=[N:27]3)[CH3:21])[CH2:19][CH2:18][CH2:17]1, predict the reactants needed to synthesize it. (3) The reactants are: [OH:1][C:2]1[C:3]2[CH2:12][N:11](C(OCC3C=CC=CC=3)=O)[CH2:10][CH2:9][C:4]=2[N:5]=[C:6]([CH3:8])[N:7]=1.Cl[C:24]1[C:25]2CN(C(OCC3C=CC=CC=3)=O)CCC=2N=C(C)N=1.P(Cl)(Cl)(Cl)=O. Given the product [CH2:24]([O:1][C:2]1[C:3]2[CH2:12][NH:11][CH2:10][CH2:9][C:4]=2[N:5]=[C:6]([CH3:8])[N:7]=1)[CH3:25], predict the reactants needed to synthesize it. (4) Given the product [CH2:16]([O:15][C:3]1[CH:4]=[C:5]([CH2:8][CH2:9][C:10]([O:12][CH2:13][CH3:14])=[O:11])[CH:6]=[CH:7][C:2]=1[O:1][CH2:20][C:19]#[CH:18])[CH3:17], predict the reactants needed to synthesize it. The reactants are: [OH:1][C:2]1[CH:7]=[CH:6][C:5]([CH2:8][CH2:9][C:10]([O:12][CH2:13][CH3:14])=[O:11])=[CH:4][C:3]=1[O:15][CH2:16][CH3:17].[CH2:18](Br)[C:19]#[CH:20].C(=O)([O-])[O-].[K+].[K+].C(#N)C. (5) Given the product [OH:2][C:3]1[CH:4]=[CH:5][CH:6]=[C:7]2[C:12]=1[CH2:11][C@H:10]([N:13]([CH2:21][CH2:22][CH3:23])[CH2:14][CH2:15][C:16]1[S:17][CH:18]=[CH:19][CH:20]=1)[CH2:9][CH2:8]2, predict the reactants needed to synthesize it. The reactants are: C[O:2][C:3]1[CH:4]=[CH:5][CH:6]=[C:7]2[C:12]=1[CH2:11][C@H:10]([N:13]([CH2:21][CH2:22][CH3:23])[CH2:14][CH2:15][C:16]1[S:17][CH:18]=[CH:19][CH:20]=1)[CH2:9][CH2:8]2.CN(C)CC.